Task: Predict which catalyst facilitates the given reaction.. Dataset: Catalyst prediction with 721,799 reactions and 888 catalyst types from USPTO Product: [Br:1][C:15]1[CH:14]=[C:13]([C:17]([F:19])([F:18])[F:20])[C:11]([NH2:12])=[C:10]([Cl:9])[CH:16]=1. The catalyst class is: 477. Reactant: [Br:1]N1C(=O)CCC1=O.[Cl:9][C:10]1[CH:16]=[CH:15][CH:14]=[C:13]([C:17]([F:20])([F:19])[F:18])[C:11]=1[NH2:12].